This data is from Peptide-MHC class II binding affinity with 134,281 pairs from IEDB. The task is: Regression. Given a peptide amino acid sequence and an MHC pseudo amino acid sequence, predict their binding affinity value. This is MHC class II binding data. (1) The peptide sequence is VHAVKPVTEEPGMAK. The MHC is HLA-DPA10103-DPB10301 with pseudo-sequence HLA-DPA10103-DPB10301. The binding affinity (normalized) is 0. (2) The peptide sequence is NSFQIEEFGTGVFTT. The MHC is HLA-DQA10501-DQB10302 with pseudo-sequence HLA-DQA10501-DQB10302. The binding affinity (normalized) is 0.309. (3) The peptide sequence is PTMLKKGMTTVLDFH. The MHC is DRB5_0101 with pseudo-sequence DRB5_0101. The binding affinity (normalized) is 0.723. (4) The peptide sequence is TIDGRGAEVHIGNGG. The MHC is DRB1_0901 with pseudo-sequence DRB1_0901. The binding affinity (normalized) is 0. (5) The peptide sequence is ISDQLLMRNHLRDLM. The MHC is DRB1_0101 with pseudo-sequence DRB1_0101. The binding affinity (normalized) is 0.342. (6) The peptide sequence is GWYRAPFSRVVHLY. The MHC is H-2-IAb with pseudo-sequence H-2-IAb. The binding affinity (normalized) is 0.490. (7) The peptide sequence is SQDLELSWNCNGLQAY. The MHC is HLA-DQA10101-DQB10501 with pseudo-sequence HLA-DQA10101-DQB10501. The binding affinity (normalized) is 0.359. (8) The peptide sequence is TAVAKCNEKHDEEFC. The MHC is H-2-IAb with pseudo-sequence H-2-IAb. The binding affinity (normalized) is 0. (9) The peptide sequence is SQDLELSWGLNGLQAY. The MHC is DRB1_0802 with pseudo-sequence DRB1_0802. The binding affinity (normalized) is 0.262. (10) The peptide sequence is TIDGRGAEVHIGNGG. The MHC is HLA-DQA10102-DQB10602 with pseudo-sequence HLA-DQA10102-DQB10602. The binding affinity (normalized) is 0.580.